The task is: Predict the reaction yield, written as a fraction of the theoretical maximum amount of product (1.0 means a 100% yield; for example, 0.34 means a 34% yield).. This data is from Reaction yield outcomes from USPTO patents with 853,638 reactions. (1) The reactants are [F:1][C:2]([F:7])([F:6])[C:3]([O-:5])=[O:4].Br[C:9]1[N:10]([CH2:30][C:31]([N:33]2[CH2:38][CH2:37][CH:36]([NH+:39]([CH3:41])[CH3:40])[CH2:35][CH2:34]2)=[O:32])[C:11]2[C:16]([C:17]=1[CH:18]1[CH2:23][CH2:22][CH2:21][CH2:20][CH2:19]1)=[CH:15][CH:14]=[C:13]([C:24]1[NH:28][C:27](=[O:29])[O:26][N:25]=1)[CH:12]=2.[O:42]1[CH:46]=[CH:45][C:44](B(O)O)=[CH:43]1.C([O-])([O-])=O.[Na+].[Na+]. The catalyst is O1CCOCC1.Cl[Pd](Cl)([P](C1C=CC=CC=1)(C1C=CC=CC=1)C1C=CC=CC=1)[P](C1C=CC=CC=1)(C1C=CC=CC=1)C1C=CC=CC=1. The product is [F:1][C:2]([F:7])([F:6])[C:3]([O-:5])=[O:4].[CH:18]1([C:17]2[C:16]3[C:11](=[CH:12][C:13]([C:24]4[NH:28][C:27](=[O:29])[O:26][N:25]=4)=[CH:14][CH:15]=3)[N:10]([CH2:30][C:31]([N:33]3[CH2:34][CH2:35][CH:36]([NH+:39]([CH3:40])[CH3:41])[CH2:37][CH2:38]3)=[O:32])[C:9]=2[C:44]2[CH:45]=[CH:46][O:42][CH:43]=2)[CH2:23][CH2:22][CH2:21][CH2:20][CH2:19]1. The yield is 0.230. (2) The reactants are [CH3:1][O:2][C:3]1[C:4]2[N:12]=[C:11]([N:13]=[C:14](SC)SC)[S:10][C:5]=2[N:6]=[C:7]([CH3:9])[N:8]=1.Cl.Cl.[NH2:21][CH2:22][C@@:23]1([OH:31])[CH:28]2[CH2:29][CH2:30][N:25]([CH2:26][CH2:27]2)[CH2:24]1.C(=O)([O-])[O-].[Cs+].[Cs+].O. The catalyst is CN(C=O)C. The product is [CH3:1][O:2][C:3]1[C:4]2[N:12]=[C:11]([NH:13][C:14]3[O:31][C@:23]4([CH2:22][N:21]=3)[CH:28]3[CH2:29][CH2:30][N:25]([CH2:26][CH2:27]3)[CH2:24]4)[S:10][C:5]=2[N:6]=[C:7]([CH3:9])[N:8]=1. The yield is 0.500. (3) The reactants are CC1C=C(N2CCN(CCOC3C=CC=CC=3)C2=O)SC=1C(O)=O.[F:25][C:26]1[CH:47]=[CH:46][C:29]([CH2:30][N:31]2[CH2:35][CH2:34][N:33]([C:36]3[S:40][C:39]([C:41](O)=[O:42])=[C:38]([CH3:44])[CH:37]=3)[C:32]2=[O:45])=[CH:28][CH:27]=1.[CH3:48][C:49]1[S:53][C:52]([CH2:54][NH2:55])=[CH:51][CH:50]=1. No catalyst specified. The product is [F:25][C:26]1[CH:27]=[CH:28][C:29]([CH2:30][N:31]2[CH2:35][CH2:34][N:33]([C:36]3[S:40][C:39]([C:41]([NH:55][CH2:54][C:52]4[S:53][C:49]([CH3:48])=[CH:50][CH:51]=4)=[O:42])=[C:38]([CH3:44])[CH:37]=3)[C:32]2=[O:45])=[CH:46][CH:47]=1. The yield is 0.410. (4) The product is [NH:36]1[CH:37]=[C:33]([C:9]2[C:10]3[O:14][CH2:13][CH:12]([C:15]4[CH:20]=[CH:19][C:18]([CH:21]([CH3:22])[CH3:23])=[CH:17][CH:16]=4)[C:11]=3[C:24]([CH3:25])=[C:7]([NH:6][C:4](=[O:5])[CH2:3][C:2]([CH3:31])([CH3:30])[CH3:1])[C:8]=2[CH3:29])[N:34]=[CH:35]1. The yield is 0.480. No catalyst specified. The reactants are [CH3:1][C:2]([CH3:31])([CH3:30])[CH2:3][C:4]([NH:6][C:7]1[C:8]([CH3:29])=[C:9](B(O)O)[C:10]2[O:14][CH2:13][CH:12]([C:15]3[CH:20]=[CH:19][C:18]([CH:21]([CH3:23])[CH3:22])=[CH:17][CH:16]=3)[C:11]=2[C:24]=1[CH3:25])=[O:5].Br[C:33]1[N:34]=[CH:35][NH:36][CH:37]=1. (5) The reactants are [OH:1][C@H:2]1[C@H:7]([CH3:8])[CH2:6][CH2:5][CH:4]([NH:9][C:10]2[C:15]([C:16]#[N:17])=[CH:14][N:13]=[C:12]([NH:18][C:19]3([CH3:22])[CH2:21][CH2:20]3)[N:11]=2)[CH2:3]1.C(O)(C(F)(F)F)=[O:24].C(=O)(O)[O-]. The catalyst is CS(C)=O.[OH-].[Na+].OO. The product is [OH:1][C@H:2]1[C@H:7]([CH3:8])[CH2:6][CH2:5][C@@H:4]([NH:9][C:10]2[C:15]([C:16]([NH2:17])=[O:24])=[CH:14][N:13]=[C:12]([NH:18][C:19]3([CH3:22])[CH2:21][CH2:20]3)[N:11]=2)[CH2:3]1. The yield is 0.360. (6) The reactants are [Cl:1][C:2]1[C:7]2[S:8][CH:9]=[CH:10][C:6]=2[N:5]=[CH:4][CH:3]=1.C([Li])CCC.Br[C:17]1[N:22]=[CH:21][C:20]([CH2:23][CH2:24][N:25]2[CH2:29][CH2:28][CH2:27][C:26]2=[O:30])=[CH:19][CH:18]=1. The catalyst is C1COCC1.[Cl-].[Zn+2].[Cl-].[Pd].C1(P(C2C=CC=CC=2)C2C=CC=CC=2)C=CC=CC=1.C1(P(C2C=CC=CC=2)C2C=CC=CC=2)C=CC=CC=1.C1(P(C2C=CC=CC=2)C2C=CC=CC=2)C=CC=CC=1.C1(P(C2C=CC=CC=2)C2C=CC=CC=2)C=CC=CC=1. The product is [Cl:1][C:2]1[CH:3]=[CH:4][N:5]=[C:6]2[CH:10]=[C:9]([C:17]3[N:22]=[CH:21][C:20]([CH2:23][CH2:24][N:25]4[CH2:29][CH2:28][CH2:27][C:26]4=[O:30])=[CH:19][CH:18]=3)[S:8][C:7]=12. The yield is 0.720. (7) The yield is 0.640. The catalyst is CN(C=O)C. The reactants are [Na].Br[CH2:3][CH2:4][S:5]([O-:8])(=[O:7])=[O:6].[CH3:9][NH:10][CH2:11][CH2:12][CH2:13][CH2:14][CH2:15][CH2:16][CH2:17][CH2:18][CH2:19][CH2:20][CH2:21][CH2:22][CH2:23][CH3:24].C([O-])([O-])=O.[K+].[K+]. The product is [CH3:9][NH+:10]([CH2:11][CH2:12][CH2:13][CH2:14][CH2:15][CH2:16][CH2:17][CH2:18][CH2:19][CH2:20][CH2:21][CH2:22][CH2:23][CH3:24])[CH2:3][CH2:4][S:5]([O-:8])(=[O:7])=[O:6].